From a dataset of Catalyst prediction with 721,799 reactions and 888 catalyst types from USPTO. Predict which catalyst facilitates the given reaction. (1) Reactant: C(OP([CH2:9][C:10]1[S:11][C:12]([Br:15])=[CH:13][CH:14]=1)(=O)OCC)C.[H-].[Na+].[CH3:18][C:19]([CH3:21])=O.O. Product: [Br:15][C:12]1[S:11][C:10]([CH:9]=[C:19]([CH3:21])[CH3:18])=[CH:14][CH:13]=1. The catalyst class is: 7. (2) Reactant: C[Si](C)(C)CCOC[N:7](COCC[Si](C)(C)C)[C:8]1[N:13]2[N:14]=[CH:15][C:16]([C:17]3[CH:18]=[N:19][C:20]([C:23]4[CH:28]=[CH:27][CH:26]=[CH:25][CH:24]=4)=[CH:21][CH:22]=3)=[C:12]2[N:11]=[C:10]([C:29]2[CH:38]=[CH:37][C:32]([C:33]([O:35][CH3:36])=[O:34])=[CH:31][CH:30]=2)[C:9]=1[C:39]([O:41]CC)=[CH2:40].Cl. Product: [C:39]([C:9]1[C:10]([C:29]2[CH:30]=[CH:31][C:32]([C:33]([O:35][CH3:36])=[O:34])=[CH:37][CH:38]=2)=[N:11][C:12]2[N:13]([N:14]=[CH:15][C:16]=2[C:17]2[CH:18]=[N:19][C:20]([C:23]3[CH:28]=[CH:27][CH:26]=[CH:25][CH:24]=3)=[CH:21][CH:22]=2)[C:8]=1[NH2:7])(=[O:41])[CH3:40]. The catalyst class is: 12.